From a dataset of Full USPTO retrosynthesis dataset with 1.9M reactions from patents (1976-2016). Predict the reactants needed to synthesize the given product. (1) Given the product [CH3:42][O:43][C:44](=[O:55])[CH2:45][O:46][C:47]1[CH:52]=[CH:51][C:50]([CH2:2][CH:1]([C:4]2[O:8][C:7]([C:9]3[CH:14]=[CH:13][C:12]([C:15]([F:17])([F:18])[F:16])=[CH:11][CH:10]=3)=[N:6][C:5]=2[CH:19]([CH3:21])[CH3:20])[CH3:3])=[CH:49][C:48]=1[CH3:54], predict the reactants needed to synthesize it. The reactants are: [C:1]([C:4]1[O:8][C:7]([C:9]2[CH:14]=[CH:13][C:12]([C:15]([F:18])([F:17])[F:16])=[CH:11][CH:10]=2)=[N:6][C:5]=1[CH:19]([CH3:21])[CH3:20])([CH3:3])=[CH2:2].C12CCCC(CCC1)B12[H]B2(C3CCCC2CCC3)[H]1.[CH3:42][O:43][C:44](=[O:55])[CH2:45][O:46][C:47]1[CH:52]=[CH:51][C:50](Br)=[CH:49][C:48]=1[CH3:54].ClCCl.C1([As](C2C=CC=CC=2)C2C=CC=CC=2)C=CC=CC=1.B1C2CCCC1CCC2. (2) Given the product [Cl:1][C:2]1[N:7]=[N:6][C:5]([C:8]([NH2:25])=[O:9])=[C:4]([NH:13][C:14]2[CH:19]=[CH:18][CH:17]=[C:16]([C:20]([O:23][CH3:24])([CH3:22])[CH3:21])[N:15]=2)[CH:3]=1, predict the reactants needed to synthesize it. The reactants are: [Cl:1][C:2]1[N:7]=[N:6][C:5]([C:8](OCC)=[O:9])=[C:4]([NH:13][C:14]2[CH:19]=[CH:18][CH:17]=[C:16]([C:20]([O:23][CH3:24])([CH3:22])[CH3:21])[N:15]=2)[CH:3]=1.[NH3:25]. (3) Given the product [CH:14]([C:4]1[CH:3]=[C:2]([C:6](=[O:8])[CH3:7])[S:1][CH:5]=1)([CH3:16])[CH3:15], predict the reactants needed to synthesize it. The reactants are: [S:1]1[CH:5]=[CH:4][CH:3]=[C:2]1[C:6](=[O:8])[CH3:7].[Cl-].[Al+3].[Cl-].[Cl-].Br[CH:14]([CH3:16])[CH3:15]. (4) Given the product [CH3:11][N:10]([CH3:12])[C:9]([O:8][C:6]1[C:5]([CH:14]([CH3:16])[CH3:15])=[CH:4][C:3]([C:17]([N:19]2[CH2:27][C:26]3[C:21](=[CH:22][CH:23]=[C:24]([CH2:28][N:29]4[CH2:34][CH2:33][N:32]([CH3:35])[CH2:31][CH2:30]4)[CH:25]=3)[CH2:20]2)=[O:18])=[C:2]([O:1][C:41](=[O:42])[O:40][C:36]([CH3:39])([CH3:38])[CH3:37])[CH:7]=1)=[O:13], predict the reactants needed to synthesize it. The reactants are: [OH:1][C:2]1[C:3]([C:17]([N:19]2[CH2:27][C:26]3[C:21](=[CH:22][CH:23]=[C:24]([CH2:28][N:29]4[CH2:34][CH2:33][N:32]([CH3:35])[CH2:31][CH2:30]4)[CH:25]=3)[CH2:20]2)=[O:18])=[CH:4][C:5]([CH:14]([CH3:16])[CH3:15])=[C:6]([O:8][C:9](=[O:13])[N:10]([CH3:12])[CH3:11])[CH:7]=1.[C:36]([O:40][C:41](O[C:41]([O:40][C:36]([CH3:39])([CH3:38])[CH3:37])=[O:42])=[O:42])([CH3:39])([CH3:38])[CH3:37]. (5) Given the product [F:24][C:23]([F:26])([F:25])[S:20]([NH:15][C:14]1[CH:13]=[CH:12][C:11]([O:10][CH2:9][CH2:8][CH2:7][O:6][C:5]2[CH:4]=[CH:3][C:2]([NH:1][S:20]([C:23]([F:24])([F:25])[F:26])(=[O:21])=[O:22])=[CH:19][CH:18]=2)=[CH:17][CH:16]=1)(=[O:22])=[O:21], predict the reactants needed to synthesize it. The reactants are: [NH2:1][C:2]1[CH:19]=[CH:18][C:5]([O:6][CH2:7][CH2:8][CH2:9][O:10][C:11]2[CH:17]=[CH:16][C:14]([NH2:15])=[CH:13][CH:12]=2)=[CH:4][CH:3]=1.[S:20](O[S:20]([C:23]([F:26])([F:25])[F:24])(=[O:22])=[O:21])([C:23]([F:26])([F:25])[F:24])(=[O:22])=[O:21].C(=O)(O)[O-].[Na+]. (6) Given the product [CH3:1][O:2][C:3](=[O:38])[C:4]1[CH:9]=[C:8]([O:10][C:11]2[CH:16]=[CH:15][C:14]([NH:17][S:39]([C:42]3[CH:48]=[CH:47][C:45]([CH3:46])=[CH:44][CH:43]=3)(=[O:41])=[O:40])=[C:13]([C:18]([CH3:26])([CH3:25])[O:19][SiH2:20][C:21]([CH3:22])([CH3:23])[CH3:24])[CH:12]=2)[CH:7]=[CH:6][C:5]=1[NH:27][S:28]([C:31]1[CH:32]=[CH:33][C:34]([CH3:37])=[CH:35][CH:36]=1)(=[O:30])=[O:29], predict the reactants needed to synthesize it. The reactants are: [CH3:1][O:2][C:3](=[O:38])[C:4]1[CH:9]=[C:8]([O:10][C:11]2[CH:16]=[CH:15][C:14]([NH2:17])=[C:13]([C:18]([CH3:26])([CH3:25])[O:19][SiH2:20][C:21]([CH3:24])([CH3:23])[CH3:22])[CH:12]=2)[CH:7]=[CH:6][C:5]=1[NH:27][S:28]([C:31]1[CH:36]=[CH:35][C:34]([CH3:37])=[CH:33][CH:32]=1)(=[O:30])=[O:29].[S:39](Cl)([C:42]1[CH:48]=[CH:47][C:45]([CH3:46])=[CH:44][CH:43]=1)(=[O:41])=[O:40].N1C=CC=CC=1. (7) Given the product [F:22][C:21]([F:24])([F:23])[C:19]([OH:25])=[O:20].[CH3:1][N:2]([C:13]1[CH:18]=[CH:17][CH:16]=[CH:15][N:14]=1)[CH2:3][CH2:4][NH2:5], predict the reactants needed to synthesize it. The reactants are: [CH3:1][N:2]([C:13]1[CH:18]=[CH:17][CH:16]=[CH:15][N:14]=1)[CH2:3][CH2:4][NH:5]C(=O)OC(C)(C)C.[C:19]([OH:25])([C:21]([F:24])([F:23])[F:22])=[O:20].